The task is: Predict the product of the given reaction.. This data is from Forward reaction prediction with 1.9M reactions from USPTO patents (1976-2016). (1) Given the reactants [N+:1]([C:4]1[CH:9]=[CH:8][C:7]([C:10]2[C:11]([C:16]([NH:18][C:19]3[CH:20]=[C:21]4[C:25](=[CH:26][CH:27]=3)[N:24]([C:28](=[O:36])[CH2:29][C:30]3[CH:35]=[CH:34][CH:33]=[CH:32][N:31]=3)[CH2:23][CH2:22]4)=[O:17])=[CH:12][CH:13]=[CH:14][CH:15]=2)=[CH:6][CH:5]=1)([O-])=O.[H][H], predict the reaction product. The product is: [NH2:1][C:4]1[CH:9]=[CH:8][C:7]([C:10]2[C:11]([C:16]([NH:18][C:19]3[CH:20]=[C:21]4[C:25](=[CH:26][CH:27]=3)[N:24]([C:28](=[O:36])[CH2:29][C:30]3[CH:35]=[CH:34][CH:33]=[CH:32][N:31]=3)[CH2:23][CH2:22]4)=[O:17])=[CH:12][CH:13]=[CH:14][CH:15]=2)=[CH:6][CH:5]=1. (2) Given the reactants [Si:1]([CH:8]([OH:25])[C@H:9]1[O:13][C@@H:12]([N:14]2[CH:21]=[CH:20][C:18](=[O:19])[NH:17][C:15]2=[O:16])[C@@:11]([F:23])([CH3:22])[C@@H:10]1[OH:24])([C:4]([CH3:7])([CH3:6])[CH3:5])([CH3:3])[CH3:2].C(N(CC)C(C)C)(C)C.[C:35](O[C:35](=[O:38])[CH2:36][CH3:37])(=[O:38])[CH2:36][CH3:37], predict the reaction product. The product is: [Si:1]([CH:8]([OH:25])[C@H:9]1[O:13][C@@H:12]([N:14]2[CH:21]=[CH:20][C:18](=[O:19])[NH:17][C:15]2=[O:16])[C@@:11]([F:23])([CH3:22])[C@:10]1([C:35](=[O:38])[CH2:36][CH3:37])[OH:24])([C:4]([CH3:7])([CH3:5])[CH3:6])([CH3:2])[CH3:3]. (3) Given the reactants [NH2:1][CH:2]1[CH2:7][CH2:6][N:5]([CH2:8][CH2:9][N:10]2[C:19]3[C:14](=[CH:15][CH:16]=[C:17]([O:20][CH3:21])[CH:18]=3)[N:13]=[CH:12][C:11]2=[O:22])[CH2:4][CH2:3]1.[S:23]1[CH:27]=[CH:26][CH:25]=[C:24]1[C:28]1[O:32][N:31]=[C:30]([CH:33]=O)[CH:29]=1.C(O[BH-](OC(=O)C)OC(=O)C)(=O)C.[Na+].C(=O)([O-])O.[Na+], predict the reaction product. The product is: [CH3:21][O:20][C:17]1[CH:18]=[C:19]2[C:14]([N:13]=[CH:12][C:11](=[O:22])[N:10]2[CH2:9][CH2:8][N:5]2[CH2:4][CH2:3][CH:2]([NH:1][CH2:33][C:30]3[CH:29]=[C:28]([C:24]4[S:23][CH:27]=[CH:26][CH:25]=4)[O:32][N:31]=3)[CH2:7][CH2:6]2)=[CH:15][CH:16]=1. (4) Given the reactants Cl[C:2]1[N:7]=[C:6]([NH:8]C(C2CC2)(C)C)[CH:5]=[C:4]([C:15]2[CH:20]=[CH:19][CH:18]=[CH:17][CH:16]=2)[N:3]=1.[CH3:21][O:22][C:23]([C:25]1([C:29]2[CH:34]=[CH:33][C:32]([NH2:35])=[CH:31][CH:30]=2)[CH2:28][CH2:27][CH2:26]1)=[O:24], predict the reaction product. The product is: [CH3:21][O:22][C:23]([C:25]1([C:29]2[CH:30]=[CH:31][C:32]([NH:35][C:2]3[N:7]=[C:6]([NH2:8])[CH:5]=[C:4]([C:15]4[CH:16]=[CH:17][CH:18]=[CH:19][CH:20]=4)[N:3]=3)=[CH:33][CH:34]=2)[CH2:26][CH2:27][CH2:28]1)=[O:24]. (5) Given the reactants [Cl:1][C:2]1[CH:3]=[C:4]([CH:8]=[CH:9][C:10]=1[C:11](=[O:26])[NH:12][C:13]1[CH:18]=[CH:17][C:16]([Cl:19])=[C:15]([C:20]2[CH:25]=[CH:24][CH:23]=[CH:22][N:21]=2)[CH:14]=1)[C:5]([OH:7])=O.[NH2:27][C@H:28]([C:31]1[CH:36]=[CH:35][CH:34]=[CH:33][CH:32]=1)[CH2:29][OH:30], predict the reaction product. The product is: [Cl:1][C:2]1[CH:3]=[C:4]([C:5]([NH:27][C@H:28]([C:31]2[CH:36]=[CH:35][CH:34]=[CH:33][CH:32]=2)[CH2:29][OH:30])=[O:7])[CH:8]=[CH:9][C:10]=1[C:11]([NH:12][C:13]1[CH:18]=[CH:17][C:16]([Cl:19])=[C:15]([C:20]2[CH:25]=[CH:24][CH:23]=[CH:22][N:21]=2)[CH:14]=1)=[O:26]. (6) Given the reactants [Cu]([C:4]#[N:5])C#N.[Si:6]([O:13][CH2:14][C:15]1[N:20]=[C:19]([Cl:21])[C:18]([O:22][CH3:23])=[C:17](I)[CH:16]=1)([C:9]([CH3:12])([CH3:11])[CH3:10])([CH3:8])[CH3:7].[NH4+].[OH-], predict the reaction product. The product is: [Si:6]([O:13][CH2:14][C:15]1[N:20]=[C:19]([Cl:21])[C:18]([O:22][CH3:23])=[C:17]([CH:16]=1)[C:4]#[N:5])([C:9]([CH3:12])([CH3:11])[CH3:10])([CH3:8])[CH3:7].